From a dataset of Peptide-MHC class I binding affinity with 185,985 pairs from IEDB/IMGT. Regression. Given a peptide amino acid sequence and an MHC pseudo amino acid sequence, predict their binding affinity value. This is MHC class I binding data. (1) The peptide sequence is SHGIDVTDL. The MHC is HLA-B46:01 with pseudo-sequence HLA-B46:01. The binding affinity (normalized) is 0.0847. (2) The peptide sequence is FHSRFVQAL. The MHC is HLA-B44:02 with pseudo-sequence HLA-B44:02. The binding affinity (normalized) is 0.0847. (3) The peptide sequence is YIENTNQGNI. The MHC is HLA-A02:01 with pseudo-sequence HLA-A02:01. The binding affinity (normalized) is 0.0344. (4) The peptide sequence is DTSASEIKDR. The MHC is HLA-A33:01 with pseudo-sequence HLA-A33:01. The binding affinity (normalized) is 0.378. (5) The peptide sequence is WLAGFEPSE. The MHC is HLA-A26:01 with pseudo-sequence HLA-A26:01. The binding affinity (normalized) is 0.0847. (6) The peptide sequence is SIISTFHLS. The MHC is HLA-A68:02 with pseudo-sequence HLA-A68:02. The binding affinity (normalized) is 0.585.